Task: Predict hERG channel inhibition at various concentrations.. Dataset: hERG Central: cardiac toxicity at 1µM, 10µM, and general inhibition The compound is Cl.c1ccc2c(c1)oc1c(NCCCn3ccnc3)ncnc12. Results: hERG_inhib (hERG inhibition (general)): blocker.